This data is from Forward reaction prediction with 1.9M reactions from USPTO patents (1976-2016). The task is: Predict the product of the given reaction. (1) The product is: [Cl:13][C:12]1[C:3]2[CH2:2][N:30]([CH:28]([C:18]3[CH:19]=[N:20][C:21]([O:22][CH2:23][C:24]([F:26])([F:27])[F:25])=[C:16]([Cl:15])[CH:17]=3)[CH3:29])[C:5](=[O:7])[C:4]=2[CH:9]=[CH:10][N:11]=1. Given the reactants Br[CH2:2][C:3]1[C:12]([Cl:13])=[N:11][CH:10]=[CH:9][C:4]=1[C:5]([O:7]C)=O.Cl.[Cl:15][C:16]1[CH:17]=[C:18]([CH:28]([NH2:30])[CH3:29])[CH:19]=[N:20][C:21]=1[O:22][CH2:23][C:24]([F:27])([F:26])[F:25], predict the reaction product. (2) Given the reactants C([N:8]1[CH2:12][CH2:11][C@@H:10]([OH:13])[CH2:9]1)C1C=CC=CC=1.[C:25]([O:24][C:22](O[C:22]([O:24][C:25]([CH3:28])([CH3:27])[CH3:26])=[O:23])=[O:23])([CH3:28])([CH3:27])[CH3:26].CO, predict the reaction product. The product is: [C:25]([O:24][C:22]([N:8]1[CH2:12][CH2:11][C@@H:10]([OH:13])[CH2:9]1)=[O:23])([CH3:26])([CH3:27])[CH3:28]. (3) Given the reactants Cl[C:2]1[N:3]=[N:4][C:5]([CH3:24])=[C:6]([C:16]2[CH:21]=[CH:20][C:19]([S:22][CH3:23])=[CH:18][N:17]=2)[C:7]=1[C:8]1[C:13]([Cl:14])=[CH:12][C:11]([Cl:15])=[CH:10][N:9]=1.[CH3:25][O-:26].[Na+].CO, predict the reaction product. The product is: [Cl:14][C:13]1[C:8]([C:7]2[C:6]([C:16]3[CH:21]=[CH:20][C:19]([S:22][CH3:23])=[CH:18][N:17]=3)=[C:5]([CH3:24])[N:4]=[N:3][C:2]=2[O:26][CH3:25])=[N:9][CH:10]=[C:11]([Cl:15])[CH:12]=1. (4) Given the reactants C([O:3][C:4]([C:6]1([CH:19]2[CH2:23][CH2:22][CH2:21][CH2:20]2)[CH2:11][CH2:10][N:9]([C:12]([O:14][C:15]([CH3:18])([CH3:17])[CH3:16])=[O:13])[CH2:8][CH2:7]1)=[O:5])C.[OH-].[Na+].C(OCC)(=O)C.C1COCC1, predict the reaction product. The product is: [C:15]([O:14][C:12]([N:9]1[CH2:10][CH2:11][C:6]([CH:19]2[CH2:20][CH2:21][CH2:22][CH2:23]2)([C:4]([OH:5])=[O:3])[CH2:7][CH2:8]1)=[O:13])([CH3:18])([CH3:16])[CH3:17]. (5) Given the reactants [F:1][C:2]1[N:7]=[C:6]([C:8](N(C)OC)=[O:9])[CH:5]=[CH:4][CH:3]=1.[CH3:14][Mg]Cl, predict the reaction product. The product is: [F:1][C:2]1[N:7]=[C:6]([C:8](=[O:9])[CH3:14])[CH:5]=[CH:4][CH:3]=1.